From a dataset of Catalyst prediction with 721,799 reactions and 888 catalyst types from USPTO. Predict which catalyst facilitates the given reaction. (1) Product: [CH3:7][O:8][C:9]1[CH:14]=[CH:13][CH:12]=[CH:11][C:10]=1[PH:15][C:17]1[CH:22]=[CH:21][CH:20]=[CH:19][CH:18]=1. Reactant: [H-].[Al+3].[Li+].[H-].[H-].[H-].[CH3:7][O:8][C:9]1[CH:14]=[CH:13][CH:12]=[CH:11][C:10]=1[P:15]([C:17]1[CH:22]=[CH:21][CH:20]=[CH:19][CH:18]=1)Cl.[H-].O. The catalyst class is: 28. (2) Reactant: [CH3:1][O:2][C:3](=[O:15])[C:4]1[C:5](=[C:10](I)[CH:11]=[CH:12][CH:13]=1)[C:6]([O:8][CH3:9])=[O:7].[CH3:16][N:17]([CH3:25])[C:18]1[CH:23]=[CH:22][C:21]([NH2:24])=[CH:20][CH:19]=1.C1C=CC(P(C2C(C3C(P(C4C=CC=CC=4)C4C=CC=CC=4)=CC=C4C=3C=CC=C4)=C3C(C=CC=C3)=CC=2)C2C=CC=CC=2)=CC=1.C(=O)([O-])[O-].[Cs+].[Cs+]. Product: [CH3:1][O:2][C:3](=[O:15])[C:4]1[C:5](=[C:10]([NH:24][C:21]2[CH:22]=[CH:23][C:18]([N:17]([CH3:25])[CH3:16])=[CH:19][CH:20]=2)[CH:11]=[CH:12][CH:13]=1)[C:6]([O:8][CH3:9])=[O:7]. The catalyst class is: 835.